This data is from TCR-epitope binding with 47,182 pairs between 192 epitopes and 23,139 TCRs. The task is: Binary Classification. Given a T-cell receptor sequence (or CDR3 region) and an epitope sequence, predict whether binding occurs between them. (1) The epitope is PKYVKQNTLKLAT. The TCR CDR3 sequence is CASSPGRSVDTIYF. Result: 1 (the TCR binds to the epitope). (2) The epitope is KLNVGDYFV. The TCR CDR3 sequence is CASSQEIGRGASENVLTDTQYF. Result: 1 (the TCR binds to the epitope).